This data is from NCI-60 drug combinations with 297,098 pairs across 59 cell lines. The task is: Regression. Given two drug SMILES strings and cell line genomic features, predict the synergy score measuring deviation from expected non-interaction effect. (1) Drug 1: C1=CC(=CC=C1C#N)C(C2=CC=C(C=C2)C#N)N3C=NC=N3. Drug 2: CN(CCCl)CCCl.Cl. Cell line: NCI/ADR-RES. Synergy scores: CSS=14.9, Synergy_ZIP=-3.88, Synergy_Bliss=-1.25, Synergy_Loewe=-4.95, Synergy_HSA=-1.58. (2) Drug 1: CC(CN1CC(=O)NC(=O)C1)N2CC(=O)NC(=O)C2. Drug 2: CC1CCC2CC(C(=CC=CC=CC(CC(C(=O)C(C(C(=CC(C(=O)CC(OC(=O)C3CCCCN3C(=O)C(=O)C1(O2)O)C(C)CC4CCC(C(C4)OC)OCCO)C)C)O)OC)C)C)C)OC. Cell line: CCRF-CEM. Synergy scores: CSS=69.5, Synergy_ZIP=2.08, Synergy_Bliss=3.50, Synergy_Loewe=3.78, Synergy_HSA=6.42. (3) Drug 1: CC1=CC2C(CCC3(C2CCC3(C(=O)C)OC(=O)C)C)C4(C1=CC(=O)CC4)C. Drug 2: CC1C(C(=O)NC(C(=O)N2CCCC2C(=O)N(CC(=O)N(C(C(=O)O1)C(C)C)C)C)C(C)C)NC(=O)C3=C4C(=C(C=C3)C)OC5=C(C(=O)C(=C(C5=N4)C(=O)NC6C(OC(=O)C(N(C(=O)CN(C(=O)C7CCCN7C(=O)C(NC6=O)C(C)C)C)C)C(C)C)C)N)C. Cell line: OVCAR-5. Synergy scores: CSS=21.6, Synergy_ZIP=18.5, Synergy_Bliss=21.4, Synergy_Loewe=17.2, Synergy_HSA=17.9. (4) Drug 1: CCC1=C2CN3C(=CC4=C(C3=O)COC(=O)C4(CC)O)C2=NC5=C1C=C(C=C5)O. Drug 2: CN(C(=O)NC(C=O)C(C(C(CO)O)O)O)N=O. Cell line: SNB-75. Synergy scores: CSS=17.9, Synergy_ZIP=-5.05, Synergy_Bliss=0.975, Synergy_Loewe=-59.0, Synergy_HSA=1.08. (5) Drug 1: C1=CC=C(C=C1)NC(=O)CCCCCCC(=O)NO. Drug 2: N.N.Cl[Pt+2]Cl. Cell line: NCI-H460. Synergy scores: CSS=65.0, Synergy_ZIP=5.26, Synergy_Bliss=6.66, Synergy_Loewe=6.09, Synergy_HSA=10.0. (6) Drug 1: CCCS(=O)(=O)NC1=C(C(=C(C=C1)F)C(=O)C2=CNC3=C2C=C(C=N3)C4=CC=C(C=C4)Cl)F. Drug 2: CC1C(C(=O)NC(C(=O)N2CCCC2C(=O)N(CC(=O)N(C(C(=O)O1)C(C)C)C)C)C(C)C)NC(=O)C3=C4C(=C(C=C3)C)OC5=C(C(=O)C(=C(C5=N4)C(=O)NC6C(OC(=O)C(N(C(=O)CN(C(=O)C7CCCN7C(=O)C(NC6=O)C(C)C)C)C)C(C)C)C)N)C. Cell line: HCT-15. Synergy scores: CSS=11.9, Synergy_ZIP=15.8, Synergy_Bliss=16.1, Synergy_Loewe=12.5, Synergy_HSA=13.2.